From a dataset of Catalyst prediction with 721,799 reactions and 888 catalyst types from USPTO. Predict which catalyst facilitates the given reaction. Reactant: [OH:1][C@@H:2]1[CH2:6][CH2:5][CH2:4][C@@H:3]1[N:7]1[C:15](=[O:16])[C:14]2[C:9](=[CH:10][CH:11]=[CH:12][CH:13]=2)[C:8]1=[O:17].[H-].[Na+].[CH2:20](Br)[C:21]1[CH:26]=[CH:25][CH:24]=[CH:23][CH:22]=1. Product: [CH2:20]([O:1][C@@H:2]1[CH2:6][CH2:5][CH2:4][C@@H:3]1[N:7]1[C:8](=[O:17])[C:9]2[C:14](=[CH:13][CH:12]=[CH:11][CH:10]=2)[C:15]1=[O:16])[C:21]1[CH:26]=[CH:25][CH:24]=[CH:23][CH:22]=1. The catalyst class is: 3.